This data is from Forward reaction prediction with 1.9M reactions from USPTO patents (1976-2016). The task is: Predict the product of the given reaction. (1) Given the reactants [CH3:1][N:2]1[C:6](C(O)=O)=[C:5]([C:10]2[CH:15]=[CH:14][CH:13]=[CH:12][CH:11]=2)[CH:4]=[N:3]1.[Cl:16][C:17]1[CH:22]=[CH:21][CH:20]=[CH:19][C:18]=1[CH:23]([OH:25])[CH3:24].C1C=CC(P(N=[N+]=[N-])(C2C=CC=CC=2)=[O:33])=CC=1.C([N:45]([CH2:48]C)CC)C, predict the reaction product. The product is: [Cl:16][C:17]1[CH:22]=[CH:21][CH:20]=[CH:19][C:18]=1[CH:23]([O:25][C:48](=[O:33])[NH:45][C:6]1[N:2]([CH3:1])[N:3]=[CH:4][C:5]=1[C:10]1[CH:11]=[CH:12][CH:13]=[CH:14][CH:15]=1)[CH3:24]. (2) Given the reactants Br[C:2]1[CH:3]=[CH:4][C:5]2[O:11][CH2:10][CH2:9][N:8]3[C:12]([C:18]([NH:20][CH2:21][CH:22]4[CH2:25][O:24][CH2:23]4)=[O:19])=[C:13]([C:15]([NH2:17])=[O:16])[N:14]=[C:7]3[C:6]=2[CH:26]=1.C(NC(C1N2CCOC3C=CC([C:48]#[C:49][C@@:50]([OH:58])([C:52]4[CH:56]=[C:55]([CH3:57])[O:54][N:53]=4)[CH3:51])=CC=3C2=NC=1C(N)=O)=O)(C)(C)C.CNC1COC1.CC1ON=C([C@](O)(C#C)C)C=1, predict the reaction product. The product is: [OH:58][C@:50]([C:52]1[CH:56]=[C:55]([CH3:57])[O:54][N:53]=1)([CH3:51])[C:49]#[C:48][C:2]1[CH:3]=[CH:4][C:5]2[O:11][CH2:10][CH2:9][N:8]3[C:12]([C:18]([NH:20][CH2:21][CH:22]4[CH2:25][O:24][CH2:23]4)=[O:19])=[C:13]([C:15]([NH2:17])=[O:16])[N:14]=[C:7]3[C:6]=2[CH:26]=1. (3) The product is: [CH2:8]([OH:9])[CH:6]([OH:7])[CH:4]([OH:5])[CH:2]([OH:3])[CH2:1][OH:10]. Given the reactants [CH2:1]([OH:10])[C@H:2]([C@@H:4]([C@@H:6]([CH2:8][OH:9])[OH:7])[OH:5])[OH:3].[OH-].[Na+].[H][H], predict the reaction product. (4) Given the reactants N[C:2]1[C:9]([Br:10])=[CH:8][C:7]([N+:11]([O-:13])=[O:12])=[CH:6][C:3]=1[C:4]#[N:5].OS(O)(=O)=O.N([O-])=O.[Na+].CCOC(C)=O, predict the reaction product. The product is: [Br:10][C:9]1[CH:2]=[C:3]([CH:6]=[C:7]([N+:11]([O-:13])=[O:12])[CH:8]=1)[C:4]#[N:5]. (5) Given the reactants [Cl:1][C:2]1[N:7]=[C:6](Cl)[CH:5]=[C:4]([CH3:9])[N:3]=1.[CH:10]1([C:13]2[CH:17]=[C:16]([NH2:18])[NH:15][N:14]=2)[CH2:12][CH2:11]1.[Na+].[I-].CCN(C(C)C)C(C)C, predict the reaction product. The product is: [Cl:1][C:2]1[N:7]=[C:6]([NH:18][C:16]2[NH:15][N:14]=[C:13]([CH:10]3[CH2:12][CH2:11]3)[CH:17]=2)[CH:5]=[C:4]([CH3:9])[N:3]=1. (6) Given the reactants [O:1]=[C:2]1[N:10]([CH2:11][CH2:12][CH3:13])[C:9]2[N:8]=[C:7]([C:14]34[CH2:21][CH2:20][C:17]([C:22](O)=[O:23])([CH2:18][CH2:19]3)[CH2:16][CH2:15]4)[NH:6][C:5]=2[C:4](=[O:25])[N:3]1[CH2:26][CH2:27][CH3:28], predict the reaction product. The product is: [OH:23][CH2:22][C:17]12[CH2:18][CH2:19][C:14]([C:7]3[NH:6][C:5]4[C:4](=[O:25])[N:3]([CH2:26][CH2:27][CH3:28])[C:2](=[O:1])[N:10]([CH2:11][CH2:12][CH3:13])[C:9]=4[N:8]=3)([CH2:21][CH2:20]1)[CH2:15][CH2:16]2. (7) The product is: [F:13][C:14]1[C:19]([CH3:18])=[C:22]([I:23])[C:17]([CH3:21])=[CH:16][N:15]=1. Given the reactants C(NC(C)C)(C)C.C([Li])CCC.[F:13][C:14]1[C:19](I)=[CH:18][C:17]([CH3:21])=[CH:16][N:15]=1.[CH3:22][I:23], predict the reaction product.